This data is from Forward reaction prediction with 1.9M reactions from USPTO patents (1976-2016). The task is: Predict the product of the given reaction. (1) Given the reactants [Cl:1][C:2]1[C:3]([C:18]2[C:26]3[C:21](=[CH:22][CH:23]=[CH:24][CH:25]=3)[N:20]([S:27]([C:30]3[CH:35]=[CH:34][CH:33]=[CH:32][CH:31]=3)(=[O:29])=[O:28])[CH:19]=2)=[N:4][C:5]([NH:8][CH:9]2[CH2:14][C:13]([F:16])([F:15])[CH2:12][CH:11]([NH2:17])[CH2:10]2)=[N:6][CH:7]=1.[C:36]([O:40][C:41]([NH:43][C:44]1[CH:52]=[CH:51][C:47]([C:48](O)=[O:49])=[CH:46][CH:45]=1)=[O:42])([CH3:39])([CH3:38])[CH3:37].CN(C(ON1N=NC2C=CC=CC1=2)=[N+](C)C)C.F[P-](F)(F)(F)(F)F.CCN(C(C)C)C(C)C, predict the reaction product. The product is: [Cl:1][C:2]1[C:3]([C:18]2[C:26]3[C:21](=[CH:22][CH:23]=[CH:24][CH:25]=3)[N:20]([S:27]([C:30]3[CH:35]=[CH:34][CH:33]=[CH:32][CH:31]=3)(=[O:28])=[O:29])[CH:19]=2)=[N:4][C:5]([NH:8][CH:9]2[CH2:10][CH:11]([NH:17][C:48]([C:47]3[CH:46]=[CH:45][C:44]([NH:43][C:41](=[O:42])[O:40][C:36]([CH3:38])([CH3:37])[CH3:39])=[CH:52][CH:51]=3)=[O:49])[CH2:12][C:13]([F:15])([F:16])[CH2:14]2)=[N:6][CH:7]=1. (2) Given the reactants [NH2:1][C:2]1[N:3]=[CH:4][C:5]2[C:11]([NH:12][CH2:13][C:14]3[CH:19]=[CH:18][C:17]([O:20][CH3:21])=[CH:16][CH:15]=3)=[CH:10][C:9](=[O:22])[N:8]([O:23]CC3C=CC=CC=3)[C:6]=2[N:7]=1.[H][H], predict the reaction product. The product is: [NH2:1][C:2]1[N:3]=[CH:4][C:5]2[C:11]([NH:12][CH2:13][C:14]3[CH:15]=[CH:16][C:17]([O:20][CH3:21])=[CH:18][CH:19]=3)=[CH:10][C:9](=[O:22])[N:8]([OH:23])[C:6]=2[N:7]=1. (3) Given the reactants [C:1]1([CH3:15])[CH:6]=[CH:5][C:4]([S:7]([NH:10][CH2:11][C:12]([OH:14])=[O:13])(=[O:9])=[O:8])=[CH:3][CH:2]=1.[CH3:16]O, predict the reaction product. The product is: [CH3:16][O:13][C:12](=[O:14])[CH2:11][NH:10][S:7]([C:4]1[CH:3]=[CH:2][C:1]([CH3:15])=[CH:6][CH:5]=1)(=[O:8])=[O:9]. (4) Given the reactants [C:1]([C:3]1[CH:36]=[CH:35][C:6]([C:7]([NH:9][C@H:10]([C:18]2[NH:19][CH:20]=[C:21]([C:23]3[CH:28]=[CH:27][C:26]([C:29]4[N:33]=C(C)O[N:30]=4)=[CH:25][CH:24]=3)[N:22]=2)[CH2:11][C:12]2[CH:17]=[CH:16][CH:15]=[CH:14][CH:13]=2)=[O:8])=[C:5]([F:37])[CH:4]=1)#[N:2].C(C1C=CC(C(O)=[O:45])=C(F)C=1)#N, predict the reaction product. The product is: [C:29]([C:26]1[CH:25]=[CH:24][C:23]([C:21]2[N:22]=[C:18]([C@@H:10]([NH:9][C:7](=[O:8])[C:6]3[CH:35]=[CH:36][C:3]([C:1]([NH2:2])=[O:45])=[CH:4][C:5]=3[F:37])[CH2:11][C:12]3[CH:13]=[CH:14][CH:15]=[CH:16][CH:17]=3)[NH:19][CH:20]=2)=[CH:28][CH:27]=1)(=[NH:30])[NH2:33]. (5) Given the reactants [NH2:1][C@:2]12[CH2:39][CH2:38][C@@H:37]([C:40]([CH3:42])=[CH2:41])[C@@H:3]1[C@@H:4]1[C@@:17]([CH3:20])([CH2:18][CH2:19]2)[C@@:16]2([CH3:21])[C@@H:7]([C@:8]3([CH3:36])[C@@H:13]([CH2:14][CH2:15]2)[C:12]([CH3:23])([CH3:22])[C:11]([CH:24]=[C:25]2[CH2:30][CH2:29][CH:28]([C:31]([O:33][CH2:34][CH3:35])=[O:32])[CH2:27][CH2:26]2)=[CH:10][CH2:9]3)[CH2:6][CH2:5]1.P(=O)(O)(O)O.[K].[I-].[K+].Cl[CH2:52][CH2:53][N:54]1[CH2:59][CH2:58][S:57](=[O:61])(=[O:60])[CH2:56][CH2:55]1, predict the reaction product. The product is: [O:60]=[S:57]1(=[O:61])[CH2:58][CH2:59][N:54]([CH2:53][CH2:52][NH:1][C@:2]23[CH2:39][CH2:38][C@@H:37]([C:40]([CH3:42])=[CH2:41])[C@@H:3]2[C@@H:4]2[C@@:17]([CH3:20])([CH2:18][CH2:19]3)[C@@:16]3([CH3:21])[C@@H:7]([C@:8]4([CH3:36])[C@@H:13]([CH2:14][CH2:15]3)[C:12]([CH3:22])([CH3:23])[C:11]([CH:24]=[C:25]3[CH2:30][CH2:29][CH:28]([C:31]([O:33][CH2:34][CH3:35])=[O:32])[CH2:27][CH2:26]3)=[CH:10][CH2:9]4)[CH2:6][CH2:5]2)[CH2:55][CH2:56]1. (6) The product is: [CH2:6]([O:35][C:18](=[O:33])[CH:19]([C:31]#[N:32])[C:20]([CH2:21][C:22]1[CH:23]=[CH:24][C:25]([O:28][CH3:29])=[CH:26][CH:27]=1)([CH3:30])[CH:1]=[CH2:2])[CH3:7]. Given the reactants [CH:1]([Mg]Br)=[CH2:2].O1CC[CH2:7][CH2:6]1.O1CCCC1.C(O[C:18](=[O:33])[C:19]([C:31]#[N:32])=[C:20]([CH3:30])[CH2:21][C:22]1[CH:27]=[CH:26][C:25]([O:28][CH3:29])=[CH:24][CH:23]=1)C.Cl.[OH2:35], predict the reaction product. (7) The product is: [CH2:20]([O:1][CH:2]1[CH2:3][NH:4][CH2:5]1)[C:21]1[CH:26]=[CH:25][CH:24]=[CH:23][CH:22]=1. Given the reactants [OH:1][CH:2]1[CH2:5][N:4](C(OC(C)(C)C)=O)[CH2:3]1.C1COCC1.[H-].[Na+].[CH2:20](Br)[C:21]1[CH:26]=[CH:25][CH:24]=[CH:23][CH:22]=1, predict the reaction product.